This data is from Reaction yield outcomes from USPTO patents with 853,638 reactions. The task is: Predict the reaction yield, written as a fraction of the theoretical maximum amount of product (1.0 means a 100% yield; for example, 0.34 means a 34% yield). (1) The reactants are Br[CH:2]([CH2:13][C:14]1[CH:19]=[CH:18][CH:17]=[CH:16][CH:15]=1)[C:3]([C:5]1[CH:10]=[CH:9][C:8]([O:11][CH3:12])=[CH:7][CH:6]=1)=O.[NH2:20][C:21]([NH2:23])=[S:22].C([O-])(=O)C.[Na+]. The catalyst is C(O)C. The product is [CH2:13]([C:2]1[S:22][C:21]([NH2:23])=[N:20][C:3]=1[C:5]1[CH:10]=[CH:9][C:8]([O:11][CH3:12])=[CH:7][CH:6]=1)[C:14]1[CH:19]=[CH:18][CH:17]=[CH:16][CH:15]=1. The yield is 0.776. (2) The reactants are [CH2:1]=[O:2].[Br:3][C:4]1[CH:37]=[CH:36][C:7]([NH:8][C:9]2[C:18]3[C:13](=[CH:14][C:15]([O:21][CH2:22][CH:23]4[CH2:28][CH2:27][N:26]([C:29](OC(C)(C)C)=O)[CH2:25][CH2:24]4)=[C:16](OC)[CH:17]=3)[N:12]=[CH:11][N:10]=2)=[C:6]([F:38])[CH:5]=1. The catalyst is C(O)=O. The product is [Br:3][C:4]1[CH:37]=[CH:36][C:7]([NH:8][C:9]2[C:18]3[C:13](=[CH:14][C:15]([O:21][CH2:22][CH:23]4[CH2:24][CH2:25][N:26]([CH3:29])[CH2:27][CH2:28]4)=[CH:16][CH:17]=3)[N:12]=[C:11]([O:2][CH3:1])[N:10]=2)=[C:6]([F:38])[CH:5]=1. The yield is 0.880. (3) The reactants are [Br:1][C:2]1[CH:7]=[CH:6][C:5]([N:8]2[C:16]([C:17](=[O:20])[NH:18][CH3:19])=[C:15]3[C:10]([CH:11]=[C:12]([N:24]([S:41]([CH3:44])(=[O:43])=[O:42])[CH2:25][CH2:26][CH2:27][NH:28][C:29](=[O:40])[CH2:30][CH2:31][NH:32]C(=O)OC(C)(C)C)[C:13]([CH:21]4[CH2:23][CH2:22]4)=[CH:14]3)=[N:9]2)=[CH:4][CH:3]=1.FC(F)(F)C(O)=O.C(=O)([O-])[O-].[K+].[K+].O. The catalyst is C(Cl)Cl. The product is [NH2:32][CH2:31][CH2:30][C:29]([NH:28][CH2:27][CH2:26][CH2:25][N:24]([S:41]([CH3:44])(=[O:42])=[O:43])[C:12]1[C:13]([CH:21]2[CH2:22][CH2:23]2)=[CH:14][C:15]2[C:10]([CH:11]=1)=[N:9][N:8]([C:5]1[CH:6]=[CH:7][C:2]([Br:1])=[CH:3][CH:4]=1)[C:16]=2[C:17]([NH:18][CH3:19])=[O:20])=[O:40]. The yield is 0.320. (4) The reactants are C(OC(=O)[N:7]([C:10]1[S:14][C:13]([C:15]2[CH:16]=[N:17][CH:18]=[CH:19][CH:20]=2)=[N:12][C:11]=1[Cl:21])[CH2:8][CH3:9])(C)(C)C.O1CCOCC1.Cl.O1CCOCC1. The catalyst is CCOCC. The product is [ClH:21].[Cl:21][C:11]1[N:12]=[C:13]([C:15]2[CH:16]=[N:17][CH:18]=[CH:19][CH:20]=2)[S:14][C:10]=1[NH:7][CH2:8][CH3:9]. The yield is 1.00. (5) The reactants are C([O:8][CH2:9][C:10]1[C:38]2[C:33](=[CH:34][CH:35]=[CH:36][CH:37]=2)[O:32][C:12]2([CH2:17][CH2:16][N:15]([C:18]([C:20]3[CH:25]=[CH:24][C:23]([O:26][CH:27]([CH3:29])[CH3:28])=[C:22]([O:30][CH3:31])[CH:21]=3)=[O:19])[CH2:14][CH2:13]2)[CH:11]=1)C1C=CC=CC=1. The catalyst is [Pd]. The product is [OH:8][CH2:9][CH:10]1[C:38]2[C:33](=[CH:34][CH:35]=[CH:36][CH:37]=2)[O:32][C:12]2([CH2:17][CH2:16][N:15]([C:18]([C:20]3[CH:25]=[CH:24][C:23]([O:26][CH:27]([CH3:28])[CH3:29])=[C:22]([O:30][CH3:31])[CH:21]=3)=[O:19])[CH2:14][CH2:13]2)[CH2:11]1. The yield is 0.990. (6) The reactants are [F:1][CH:2]([F:14])[O:3][C:4]1[CH:13]=[CH:12][C:7]2[N:8]=[C:9]([NH2:11])[S:10][C:6]=2[CH:5]=1.[C:15](N1C=CN=C1)([N:17]1[CH:21]=[CH:20][N:19]=[CH:18]1)=[S:16]. The catalyst is C(#N)C. The product is [F:14][CH:2]([F:1])[O:3][C:4]1[CH:13]=[CH:12][C:7]2[N:8]=[C:9]([NH:11][C:15]([N:17]3[CH:21]=[CH:20][N:19]=[CH:18]3)=[S:16])[S:10][C:6]=2[CH:5]=1. The yield is 0.663.